Dataset: NCI-60 drug combinations with 297,098 pairs across 59 cell lines. Task: Regression. Given two drug SMILES strings and cell line genomic features, predict the synergy score measuring deviation from expected non-interaction effect. (1) Drug 1: CN(C)C1=NC(=NC(=N1)N(C)C)N(C)C. Drug 2: CN(C(=O)NC(C=O)C(C(C(CO)O)O)O)N=O. Cell line: SF-539. Synergy scores: CSS=-2.21, Synergy_ZIP=0.146, Synergy_Bliss=-0.576, Synergy_Loewe=-4.61, Synergy_HSA=-3.14. (2) Drug 1: CC1=C2C(C(=O)C3(C(CC4C(C3C(C(C2(C)C)(CC1OC(=O)C(C(C5=CC=CC=C5)NC(=O)C6=CC=CC=C6)O)O)OC(=O)C7=CC=CC=C7)(CO4)OC(=O)C)O)C)OC(=O)C. Drug 2: CCC1(C2=C(COC1=O)C(=O)N3CC4=CC5=C(C=CC(=C5CN(C)C)O)N=C4C3=C2)O.Cl. Cell line: ACHN. Synergy scores: CSS=30.2, Synergy_ZIP=-5.41, Synergy_Bliss=-1.66, Synergy_Loewe=-14.6, Synergy_HSA=-0.102. (3) Drug 1: C1C(C(OC1N2C=C(C(=O)NC2=O)F)CO)O. Drug 2: CN1C2=C(C=C(C=C2)N(CCCl)CCCl)N=C1CCCC(=O)O.Cl. Cell line: NCIH23. Synergy scores: CSS=14.0, Synergy_ZIP=1.70, Synergy_Bliss=2.23, Synergy_Loewe=-15.3, Synergy_HSA=1.16. (4) Drug 1: CCC1=CC2CC(C3=C(CN(C2)C1)C4=CC=CC=C4N3)(C5=C(C=C6C(=C5)C78CCN9C7C(C=CC9)(C(C(C8N6C)(C(=O)OC)O)OC(=O)C)CC)OC)C(=O)OC. Drug 2: C1CC(CCC1OC2=C(C(=CC=C2)Cl)F)(CC3=NC(=CC=C3)NC4=NC=CS4)C(=O)O. Cell line: SK-OV-3. Synergy scores: CSS=40.0, Synergy_ZIP=0.526, Synergy_Bliss=-0.178, Synergy_Loewe=-11.3, Synergy_HSA=1.23. (5) Drug 1: CC1=C(C=C(C=C1)NC2=NC=CC(=N2)N(C)C3=CC4=NN(C(=C4C=C3)C)C)S(=O)(=O)N.Cl. Drug 2: COC1=CC(=CC(=C1O)OC)C2C3C(COC3=O)C(C4=CC5=C(C=C24)OCO5)OC6C(C(C7C(O6)COC(O7)C8=CC=CS8)O)O. Cell line: NCI-H322M. Synergy scores: CSS=-2.68, Synergy_ZIP=-0.405, Synergy_Bliss=-3.73, Synergy_Loewe=-10.2, Synergy_HSA=-5.44. (6) Drug 1: CCC1(CC2CC(C3=C(CCN(C2)C1)C4=CC=CC=C4N3)(C5=C(C=C6C(=C5)C78CCN9C7C(C=CC9)(C(C(C8N6C)(C(=O)OC)O)OC(=O)C)CC)OC)C(=O)OC)O.OS(=O)(=O)O. Drug 2: C(CC(=O)O)C(=O)CN.Cl. Cell line: SF-295. Synergy scores: CSS=5.00, Synergy_ZIP=-3.85, Synergy_Bliss=-4.17, Synergy_Loewe=-3.69, Synergy_HSA=-4.03. (7) Drug 1: C1CCC(CC1)NC(=O)N(CCCl)N=O. Drug 2: CN(C)N=NC1=C(NC=N1)C(=O)N. Cell line: MDA-MB-435. Synergy scores: CSS=-5.26, Synergy_ZIP=1.26, Synergy_Bliss=-2.14, Synergy_Loewe=-11.7, Synergy_HSA=-7.77. (8) Drug 1: CC1=C(C=C(C=C1)C(=O)NC2=CC(=CC(=C2)C(F)(F)F)N3C=C(N=C3)C)NC4=NC=CC(=N4)C5=CN=CC=C5. Drug 2: CC12CCC3C(C1CCC2OP(=O)(O)O)CCC4=C3C=CC(=C4)OC(=O)N(CCCl)CCCl.[Na+]. Cell line: HCT-15. Synergy scores: CSS=9.46, Synergy_ZIP=11.8, Synergy_Bliss=11.0, Synergy_Loewe=-2.88, Synergy_HSA=-2.39. (9) Drug 1: C1=CC(=CC=C1C#N)C(C2=CC=C(C=C2)C#N)N3C=NC=N3. Drug 2: CC1=C2C(C(=O)C3(C(CC4C(C3C(C(C2(C)C)(CC1OC(=O)C(C(C5=CC=CC=C5)NC(=O)OC(C)(C)C)O)O)OC(=O)C6=CC=CC=C6)(CO4)OC(=O)C)O)C)O. Cell line: COLO 205. Synergy scores: CSS=0.950, Synergy_ZIP=-1.34, Synergy_Bliss=-2.42, Synergy_Loewe=-3.08, Synergy_HSA=-1.85.